Dataset: Catalyst prediction with 721,799 reactions and 888 catalyst types from USPTO. Task: Predict which catalyst facilitates the given reaction. (1) Reactant: C(O[C:6](=O)[N:7]([CH2:9][C:10]1[CH:15]=[CH:14][C:13]([CH2:16][CH2:17][N:18]2[CH:23]=[CH:22][C:21]([O:24][CH2:25][C:26]3[CH:31]=[CH:30][CH:29]=[CH:28][CH:27]=3)=[CH:20][C:19]2=[O:32])=[CH:12][CH:11]=1)C)(C)(C)C.FC(F)(F)C(O)=O.C([O-])(O)=O.[Na+]. Product: [CH2:25]([O:24][C:21]1[CH:22]=[CH:23][N:18]([CH2:17][CH2:16][C:13]2[CH:14]=[CH:15][C:10]([CH2:9][NH:7][CH3:6])=[CH:11][CH:12]=2)[C:19](=[O:32])[CH:20]=1)[C:26]1[CH:27]=[CH:28][CH:29]=[CH:30][CH:31]=1. The catalyst class is: 34. (2) Product: [Br:1][C:2]1[CH:7]=[CH:6][C:5]2[C:8]3([CH2:30][O:28][C:4]=2[CH:3]=1)[C:16]1[C:11](=[CH:12][CH:13]=[CH:14][CH:15]=1)[N:10]([CH2:17][C:18]1[O:19][C:20]([C:23]([F:26])([F:25])[F:24])=[CH:21][CH:22]=1)[C:9]3=[O:27]. The catalyst class is: 7. Reactant: [Br:1][C:2]1[CH:7]=[CH:6][C:5]([CH:8]2[C:16]3[C:11](=[CH:12][CH:13]=[CH:14][CH:15]=3)[N:10]([CH2:17][C:18]3[O:19][C:20]([C:23]([F:26])([F:25])[F:24])=[CH:21][CH:22]=3)[C:9]2=[O:27])=[C:4]([OH:28])[CH:3]=1.Cl[CH2:30]I.C(=O)([O-])[O-].[Cs+].[Cs+]. (3) Reactant: [H-].[Na+].[Cl:3][C:4]1[CH:9]=[CH:8][N:7]=[C:6]2[NH:10][CH:11]=[C:12]([I:13])[C:5]=12.[C:14]1([S:20](Cl)(=[O:22])=[O:21])[CH:19]=[CH:18][CH:17]=[CH:16][CH:15]=1. Product: [Cl:3][C:4]1[CH:9]=[CH:8][N:7]=[C:6]2[N:10]([S:20]([C:14]3[CH:19]=[CH:18][CH:17]=[CH:16][CH:15]=3)(=[O:22])=[O:21])[CH:11]=[C:12]([I:13])[C:5]=12. The catalyst class is: 18. (4) Product: [CH2:1]([C@@H:8]1[CH2:13][N:12]([C:16](=[O:17])[C:15]([F:26])([F:25])[F:14])[CH2:11][CH2:10][N:9]1[C:16](=[O:17])[C:15]([F:26])([F:14])[F:25])[C:2]1[CH:7]=[CH:6][CH:5]=[CH:4][CH:3]=1. Reactant: [CH2:1]([C@@H:8]1[CH2:13][NH:12][CH2:11][CH2:10][NH:9]1)[C:2]1[CH:7]=[CH:6][CH:5]=[CH:4][CH:3]=1.[F:14][C:15]([F:26])([F:25])[C:16](O[C:16](=[O:17])[C:15]([F:26])([F:25])[F:14])=[O:17]. The catalyst class is: 11. (5) Reactant: ClC1C=CC=CC=1SCCCC[CH2:13][CH2:14][CH2:15][C:16]([OH:18])=[O:17].[Cl:19][C:20]1[CH:25]=[CH:24][CH:23]=[CH:22][C:21]=1[SH:26].BrCCCC(OCC)=O.[OH-].[K+]. Product: [Cl:19][C:20]1[CH:25]=[CH:24][CH:23]=[CH:22][C:21]=1[S:26][CH2:13][CH2:14][CH2:15][C:16]([OH:18])=[O:17]. The catalyst class is: 8. (6) Reactant: P(Br)(Br)[Br:2].O[CH2:6][C:7]1[CH:12]=[CH:11][C:10]([B:13]2[O:20][C:19](=[O:21])[CH2:18][N:17]([CH3:22])[CH2:16][C:15](=[O:23])[O:14]2)=[CH:9][CH:8]=1. The catalyst class is: 545. Product: [Br:2][CH2:6][C:7]1[CH:12]=[CH:11][C:10]([B:13]2[O:20][C:19](=[O:21])[CH2:18][N:17]([CH3:22])[CH2:16][C:15](=[O:23])[O:14]2)=[CH:9][CH:8]=1. (7) Reactant: [CH3:1][O:2][C:3]1[CH:4]=[C:5]([CH:15]=[CH:16][CH:17]=1)[O:6][C:7]1[CH:14]=[CH:13][C:10]([C:11]#[N:12])=[CH:9][CH:8]=1.[H-].[Al+3].[Li+].[H-].[H-].[H-].C1COCC1.[OH-].[Na+]. Product: [CH3:1][O:2][C:3]1[CH:4]=[C:5]([CH:15]=[CH:16][CH:17]=1)[O:6][C:7]1[CH:14]=[CH:13][C:10]([CH2:11][NH2:12])=[CH:9][CH:8]=1. The catalyst class is: 6. (8) Reactant: C(OC(=O)[NH:7][C:8]1[CH:13]=[C:12]([N:14]([CH3:16])[CH3:15])[C:11]([C:17]([F:20])([F:19])[F:18])=[CH:10][C:9]=1[NH:21][C:22](=[O:46])[CH2:23][C:24]([C:26]1[CH:31]=[CH:30][CH:29]=[C:28]([C:32]2[N:33]([CH3:45])[N:34]=[CH:35][C:36]=2[CH2:37][O:38]C2CCCCO2)[CH:27]=1)=O)(C)(C)C.C(O)(C(F)(F)F)=O. Product: [CH3:15][N:14]([CH3:16])[C:12]1[C:11]([C:17]([F:18])([F:20])[F:19])=[CH:10][C:9]2[NH:21][C:22](=[O:46])[CH2:23][C:24]([C:26]3[CH:31]=[CH:30][CH:29]=[C:28]([C:32]4[N:33]([CH3:45])[N:34]=[CH:35][C:36]=4[CH2:37][OH:38])[CH:27]=3)=[N:7][C:8]=2[CH:13]=1. The catalyst class is: 2. (9) Reactant: [CH2:1]([O:8][C:9]([NH:11][CH2:12][CH2:13][CH2:14][CH2:15][C@H:16]([NH:20][C:21]([O:23][C:24]([CH3:27])([CH3:26])[CH3:25])=[O:22])[C:17]([OH:19])=O)=[O:10])[C:2]1[CH:7]=[CH:6][CH:5]=[CH:4][CH:3]=1.[CH3:28][O:29][NH:30][CH3:31].CCN=C=NCCCN(C)C.C1C=CC2N(O)N=NC=2C=1. Product: [C:24]([O:23][C:21](=[O:22])[NH:20][C@H:16]([C:17](=[O:19])[N:30]([O:29][CH3:28])[CH3:31])[CH2:15][CH2:14][CH2:13][CH2:12][NH:11][C:9]([O:8][CH2:1][C:2]1[CH:3]=[CH:4][CH:5]=[CH:6][CH:7]=1)=[O:10])([CH3:27])([CH3:26])[CH3:25]. The catalyst class is: 34. (10) Reactant: [CH3:1][S:2](Cl)(=[O:4])=[O:3].[CH:6]1[C:18]2[N:17]([CH2:19][CH:20]([OH:29])[CH2:21][NH:22][CH2:23][C:24]3[O:25][CH:26]=[CH:27][CH:28]=3)[C:16]3[C:11](=[CH:12][CH:13]=[CH:14][CH:15]=3)[C:10]=2[CH:9]=[CH:8][CH:7]=1.C(N(CC)CC)C. Product: [CH:15]1[C:16]2[N:17]([CH2:19][CH:20]([OH:29])[CH2:21][N:22]([CH2:23][C:24]3[O:25][CH:26]=[CH:27][CH:28]=3)[S:2]([CH3:1])(=[O:4])=[O:3])[C:18]3[C:10](=[CH:9][CH:8]=[CH:7][CH:6]=3)[C:11]=2[CH:12]=[CH:13][CH:14]=1. The catalyst class is: 2.